This data is from Forward reaction prediction with 1.9M reactions from USPTO patents (1976-2016). The task is: Predict the product of the given reaction. Given the reactants [NH2:1][C:2]1[CH:7]=[C:6]([F:8])[C:5]([N:9]2[CH:13]=[CH:12][C:11]([NH:14][C:15](=[O:26])[C:16]3[CH:21]=[CH:20][CH:19]=[CH:18][C:17]=3[C:22]([F:25])([F:24])[F:23])=[N:10]2)=[C:4]([F:27])[CH:3]=1.[C:28](OC(=O)C)(=[O:30])[CH3:29], predict the reaction product. The product is: [C:28]([NH:1][C:2]1[CH:7]=[C:6]([F:8])[C:5]([N:9]2[CH:13]=[CH:12][C:11]([NH:14][C:15](=[O:26])[C:16]3[CH:21]=[CH:20][CH:19]=[CH:18][C:17]=3[C:22]([F:23])([F:25])[F:24])=[N:10]2)=[C:4]([F:27])[CH:3]=1)(=[O:30])[CH3:29].